This data is from Forward reaction prediction with 1.9M reactions from USPTO patents (1976-2016). The task is: Predict the product of the given reaction. (1) Given the reactants [CH3:1][N:2]1[C:6](=[O:7])[NH:5][C:4](=[O:8])[NH:3]1.[Na].[CH3:10][O:11][C:12](=[O:21])[C:13]1[CH:18]=[CH:17][C:16]([CH2:19]Cl)=[CH:15][CH:14]=1, predict the reaction product. The product is: [CH3:1][N:2]1[C:6](=[O:7])[N:5]([CH2:19][C:16]2[CH:17]=[CH:18][C:13]([C:12]([O:11][CH3:10])=[O:21])=[CH:14][CH:15]=2)[C:4](=[O:8])[NH:3]1. (2) The product is: [CH3:2][C:3]1[CH:4]=[CH:5][C:6]2[C:12]([N:27]3[CH2:26][CH2:25][NH:24][C@@H:23]([CH2:22][CH2:21][O:20][CH3:19])[CH2:28]3)=[N:11][C:10]3[CH:13]=[CH:14][CH:15]=[CH:16][C:9]=3[NH:8][C:7]=2[CH:17]=1. Given the reactants Cl.[CH3:2][C:3]1[CH:4]=[C:5](N)[C:6]2[CH:12]=[N:11][C:10]3[CH:13]=[CH:14][CH:15]=[CH:16][C:9]=3[NH:8][C:7]=2[CH:17]=1.[CH3:19][O:20][CH2:21][CH2:22][C@H:23]1[CH2:28][NH:27][CH2:26][CH2:25][NH:24]1.C(N(CC)C(C)C)(C)C.CS(C)=O, predict the reaction product. (3) Given the reactants [C:1]1([N:7]2[CH2:12][CH2:11][NH:10][CH2:9][CH2:8]2)[CH:6]=[CH:5][CH:4]=[CH:3][CH:2]=1.BrCC[CH2:16][CH2:17][N:18]1[C:22](=[O:23])[C:21]2=[CH:24][CH:25]=[CH:26][CH:27]=[C:20]2[C:19]1=[O:28].C([O-])([O-])=O.[K+].[K+], predict the reaction product. The product is: [C:1]1([N:7]2[CH2:12][CH2:11][N:10]([CH2:16][CH2:17][N:18]3[C:22](=[O:23])[C:21]4=[CH:24][CH:25]=[CH:26][CH:27]=[C:20]4[C:19]3=[O:28])[CH2:9][CH2:8]2)[CH:6]=[CH:5][CH:4]=[CH:3][CH:2]=1. (4) Given the reactants C(=O)([O-])[O-].[K+].[K+].CS([O:11][CH:12]1[CH2:17][CH2:16][N:15]([S:18]([CH3:21])(=[O:20])=[O:19])[CH2:14][CH2:13]1)(=O)=O.[OH:22][C:23]1[CH:32]=[C:31](O)[CH:30]=[CH:29][C:24]=1[C:25]([O:27][CH3:28])=[O:26].[I-].[Na+].C(O)(=O)CC(CC(O)=O)(C(O)=O)O, predict the reaction product. The product is: [OH:22][C:23]1[CH:32]=[C:31]([O:11][CH:12]2[CH2:17][CH2:16][N:15]([S:18]([CH3:21])(=[O:20])=[O:19])[CH2:14][CH2:13]2)[CH:30]=[CH:29][C:24]=1[C:25]([O:27][CH3:28])=[O:26]. (5) Given the reactants [Br:1][C:2]1[CH:3]=[C:4]2[C:8](=[CH:9][CH:10]=1)[NH:7][C:6](=[O:11])[CH2:5]2.[N:12]1[CH:17]=[CH:16][C:15](/[CH:18]=[CH:19]/[C:20]2[C:28]3[C:23](=[CH:24][C:25]([CH:29]=O)=[CH:26][CH:27]=3)[N:22]([CH2:31][O:32][CH2:33][CH2:34][Si:35]([CH3:38])([CH3:37])[CH3:36])[N:21]=2)=[CH:14][CH:13]=1, predict the reaction product. The product is: [Br:1][C:2]1[CH:3]=[C:4]2[C:8](=[CH:9][CH:10]=1)[NH:7][C:6](=[O:11])/[C:5]/2=[CH:29]/[C:25]1[CH:24]=[C:23]2[C:28]([C:20](/[CH:19]=[CH:18]/[C:15]3[CH:14]=[CH:13][N:12]=[CH:17][CH:16]=3)=[N:21][N:22]2[CH2:31][O:32][CH2:33][CH2:34][Si:35]([CH3:37])([CH3:38])[CH3:36])=[CH:27][CH:26]=1. (6) Given the reactants [Li+].[Cl-].C([O:5][C:6]([C@H:8]1[C@H:13]([C:14]2[CH:19]=[CH:18][C:17]([F:20])=[CH:16][CH:15]=2)[CH2:12][C:11](=O)[N:10]([CH3:22])[C:9]1=O)=O)C.O.[OH-].[Na+], predict the reaction product. The product is: [F:20][C:17]1[CH:18]=[CH:19][C:14]([C@@H:13]2[CH2:12][CH2:11][N:10]([CH3:22])[CH2:9][C@H:8]2[CH2:6][OH:5])=[CH:15][CH:16]=1.